This data is from Reaction yield outcomes from USPTO patents with 853,638 reactions. The task is: Predict the reaction yield, written as a fraction of the theoretical maximum amount of product (1.0 means a 100% yield; for example, 0.34 means a 34% yield). (1) The reactants are [CH2:1]([O:3][C:4](=[O:16])/[CH:5]=[CH:6]/[C:7]1[N:11]2[CH:12]=[CH:13][CH:14]=[CH:15][C:10]2=[N:9][CH:8]=1)[CH3:2].[O-]S(C(F)(F)F)(=O)=O.F[C:26]1[CH:37]=[CH:36][CH:35]=[CH:34][C:27]=1[CH2:28][S+]1CCCC1. No catalyst specified. The product is [CH2:1]([O:3][C:4]([C@@H:5]1[C@H:28]([C:27]2[CH:34]=[CH:35][CH:36]=[CH:37][CH:26]=2)[C@H:6]1[C:7]1[N:11]2[CH:12]=[CH:13][CH:14]=[CH:15][C:10]2=[N:9][CH:8]=1)=[O:16])[CH3:2]. The yield is 0.720. (2) The reactants are [Cl:1][C:2]1[C:3]([C:8]2(O)[CH2:17][CH2:16][C:11]3([O:15][CH2:14][CH2:13][O:12]3)[CH:10]([CH3:18])[CH2:9]2)=[N:4][CH:5]=[CH:6][CH:7]=1.C(N(S(F)(F)[F:26])CC)C. The catalyst is ClCCl. The product is [Cl:1][C:2]1[C:3]([C:8]2([F:26])[CH2:17][CH2:16][C:11]3([O:15][CH2:14][CH2:13][O:12]3)[CH:10]([CH3:18])[CH2:9]2)=[N:4][CH:5]=[CH:6][CH:7]=1. The yield is 0.480. (3) The reactants are [Cl:1][CH:2]([O:6][C:7]([NH:9][CH2:10][C:11]1([CH2:17][C:18]([OH:20])=[O:19])[CH2:16][CH2:15][CH2:14][CH2:13][CH2:12]1)=[O:8])[CH:3]([CH3:5])[CH3:4].C1(N=C=NC2CCCCC2)CCCCC1.[CH2:36](O)[C:37]1[CH:42]=[CH:41][CH:40]=[CH:39][CH:38]=1. The catalyst is ClCCl.CN(C)C1C=CN=CC=1. The product is [Cl:1][CH:2]([O:6][C:7]([NH:9][CH2:10][C:11]1([CH2:17][C:18]([O:20][CH2:36][C:37]2[CH:42]=[CH:41][CH:40]=[CH:39][CH:38]=2)=[O:19])[CH2:12][CH2:13][CH2:14][CH2:15][CH2:16]1)=[O:8])[CH:3]([CH3:4])[CH3:5]. The yield is 0.620. (4) The reactants are [Br:1][C:2]1[CH:9]=[C:8]([OH:10])[C:7]([O:11][CH3:12])=[CH:6][C:3]=1[CH:4]=[O:5].C(=O)([O-])[O-].[K+].[K+].Br[CH2:20][C:21]1[CH:26]=[CH:25][C:24]([C:27]([F:30])([F:29])[F:28])=[CH:23][C:22]=1[C:31]([F:34])([F:33])[F:32].O. The catalyst is CN(C)C=O. The product is [F:32][C:31]([F:33])([F:34])[C:22]1[CH:23]=[C:24]([C:27]([F:30])([F:28])[F:29])[CH:25]=[CH:26][C:21]=1[CH2:20][O:10][C:8]1[C:7]([O:11][CH3:12])=[CH:6][C:3]([CH:4]=[O:5])=[C:2]([Br:1])[CH:9]=1. The yield is 0.730. (5) The reactants are [CH2:1]([O:4][C@@H:5]1[CH2:9][NH:8][CH2:7][C@H:6]1[NH:10][C:11](=[O:26])[CH2:12][NH:13][C:14](=[O:25])[C:15]1[CH:20]=[CH:19][CH:18]=[C:17]([C:21]([F:24])([F:23])[F:22])[CH:16]=1)[CH:2]=[CH2:3].[N:27]1([C:33]([C:35]2[CH:40]=[CH:39][C:38]([N:41]3[CH2:46][CH2:45][C:44](=O)[CH2:43][CH2:42]3)=[CH:37][CH:36]=2)=[O:34])[CH2:32][CH2:31][O:30][CH2:29][CH2:28]1.C(O[BH-](OC(=O)C)OC(=O)C)(=O)C.[Na+]. The catalyst is CO. The product is [CH2:1]([O:4][C@@H:5]1[CH2:9][N:8]([CH:44]2[CH2:43][CH2:42][N:41]([C:38]3[CH:37]=[CH:36][C:35]([C:33]([N:27]4[CH2:32][CH2:31][O:30][CH2:29][CH2:28]4)=[O:34])=[CH:40][CH:39]=3)[CH2:46][CH2:45]2)[CH2:7][C@H:6]1[NH:10][C:11](=[O:26])[CH2:12][NH:13][C:14](=[O:25])[C:15]1[CH:20]=[CH:19][CH:18]=[C:17]([C:21]([F:23])([F:24])[F:22])[CH:16]=1)[CH:2]=[CH2:3]. The yield is 0.550. (6) The catalyst is CO.C1(C=O)CC1. The product is [NH2:1][C:2]1[N:7]=[CH:6][N:5]=[C:4]2[N:8]([CH2:26][C@H:27]3[CH2:31][CH2:30][CH2:29][N:28]3[C:32]([C:33](=[CH:39][CH:40]3[CH2:42][CH2:41]3)[C:34]#[N:35])=[O:36])[N:9]=[C:10]([C:11]3[CH:16]=[CH:15][C:14]([O:17][C:18]4[CH:23]=[CH:22][CH:21]=[C:20]([F:24])[C:19]=4[F:25])=[CH:13][CH:12]=3)[C:3]=12. The yield is 0.250. The reactants are [NH2:1][C:2]1[N:7]=[CH:6][N:5]=[C:4]2[N:8]([CH2:26][C@H:27]3[CH2:31][CH2:30][CH2:29][N:28]3[C:32](=[O:36])[CH2:33][C:34]#[N:35])[N:9]=[C:10]([C:11]3[CH:16]=[CH:15][C:14]([O:17][C:18]4[CH:23]=[CH:22][CH:21]=[C:20]([F:24])[C:19]=4[F:25])=[CH:13][CH:12]=3)[C:3]=12.N1[CH2:42][CH2:41][CH2:40][CH2:39]C1.